This data is from Catalyst prediction with 721,799 reactions and 888 catalyst types from USPTO. The task is: Predict which catalyst facilitates the given reaction. (1) Product: [Cl:31][C:25]1[C:26]([O:29][CH3:30])=[CH:27][C:28]([CH:46]([C:45]2[CH:48]=[CH:49][C:42]([O:41][C:40]3[CH:53]=[CH:54][C:37]([Cl:36])=[CH:38][CH:39]=3)=[CH:43][C:44]=2[CH2:50][CH2:51][CH3:52])[OH:47])=[C:23]([F:22])[C:24]=1[Si:32]([CH3:34])([CH3:33])[CH3:35]. The catalyst class is: 1. Reactant: CC1(C)CCCC(C)(C)N1.C([Li])CCC.CCCCCC.[F:22][C:23]1[CH:28]=[CH:27][C:26]([O:29][CH3:30])=[C:25]([Cl:31])[C:24]=1[Si:32]([CH3:35])([CH3:34])[CH3:33].[Cl:36][C:37]1[CH:54]=[CH:53][C:40]([O:41][C:42]2[CH:49]=[CH:48][C:45]([CH:46]=[O:47])=[C:44]([CH2:50][CH2:51][CH3:52])[CH:43]=2)=[CH:39][CH:38]=1.[Cl-].[NH4+]. (2) Reactant: [H-].[Al+3].[Li+].[H-].[H-].[H-].C([O:9][C:10](=O)[C:11]1[CH:16]=[CH:15][C:14]([O:17][CH2:18][CH2:19][N:20]2[CH2:25][CH2:24][CH2:23][CH2:22][CH2:21]2)=[CH:13][CH:12]=1)C.N. Product: [N:20]1([CH2:19][CH2:18][O:17][C:14]2[CH:13]=[CH:12][C:11]([CH2:10][OH:9])=[CH:16][CH:15]=2)[CH2:25][CH2:24][CH2:23][CH2:22][CH2:21]1. The catalyst class is: 7. (3) Reactant: P(Br)(Br)([Br:3])=O.[CH3:6][C:7]1[N:8]([S:18]([C:21]2[CH:26]=[CH:25][CH:24]=[CH:23][CH:22]=2)(=[O:20])=[O:19])[C:9]2[C:14]([CH:15]=1)=[C:13]([CH2:16]O)[CH:12]=[CH:11][CH:10]=2.C(=O)(O)[O-].[Na+]. Product: [Br:3][CH2:16][C:13]1[CH:12]=[CH:11][CH:10]=[C:9]2[C:14]=1[CH:15]=[C:7]([CH3:6])[N:8]2[S:18]([C:21]1[CH:22]=[CH:23][CH:24]=[CH:25][CH:26]=1)(=[O:19])=[O:20]. The catalyst class is: 1.